Dataset: Reaction yield outcomes from USPTO patents with 853,638 reactions. Task: Predict the reaction yield, written as a fraction of the theoretical maximum amount of product (1.0 means a 100% yield; for example, 0.34 means a 34% yield). (1) The reactants are C1CCC(N=C=NC2CCCCC2)CC1.FC(F)(F)C(O)=O.[NH2:23][CH2:24][CH2:25][N:26]1[C:30](=[O:31])[CH:29]=[CH:28][C:27]1=[O:32]. The catalyst is C(Cl)Cl. The product is [NH2:23][CH2:24][CH2:25][N:26]1[C:30](=[O:31])[CH:29]=[CH:28][C:27]1=[O:32]. The yield is 0.770. (2) The yield is 0.990. The product is [CH3:1][O:2][CH2:3][N:4]1[C:12]2[C:7](=[CH:8][CH:9]=[CH:10][C:11]=2[N:13]([CH3:29])[S:14]([C:17]2[S:18][CH:19]=[CH:20][CH:21]=2)(=[O:16])=[O:15])[CH:6]=[C:5]1[C:22]([O:24][CH2:25][CH3:26])=[O:23]. The catalyst is O. The reactants are [CH3:1][O:2][CH2:3][N:4]1[C:12]2[C:7](=[CH:8][CH:9]=[CH:10][C:11]=2[NH:13][S:14]([C:17]2[S:18][CH:19]=[CH:20][CH:21]=2)(=[O:16])=[O:15])[CH:6]=[C:5]1[C:22]([O:24][CH2:25][CH3:26])=[O:23].CI.[C:29](=O)([O-])[O-].[K+].[K+].CN(C)C=O. (3) The reactants are [Br:1][C:2]1[CH:7]=[CH:6][C:5]([SH:8])=[CH:4][C:3]=1[F:9].C(=O)([O-])[O-].[Cs+].[Cs+].Br[CH:17]1[CH2:20][CH2:19][CH2:18]1.O. The catalyst is CS(C)=O. The product is [Br:1][C:2]1[CH:7]=[CH:6][C:5]([S:8][CH:17]2[CH2:20][CH2:19][CH2:18]2)=[CH:4][C:3]=1[F:9]. The yield is 0.950. (4) The reactants are [H-].[Na+].[Br:3][C:4]1[CH:9]=[CH:8][CH:7]=[CH:6][C:5]=1[OH:10].[CH2:11](Br)[CH:12]=[CH2:13]. The catalyst is CN(C=O)C. The product is [CH2:13]([O:10][C:5]1[CH:6]=[CH:7][CH:8]=[CH:9][C:4]=1[Br:3])[CH:12]=[CH2:11]. The yield is 0.850. (5) The reactants are Br[C:2]1[CH:3]=[CH:4][C:5]([C:8]2[CH2:12][C@@H:11]([C@@H:13]3[CH2:17][O:16][C:15]([CH3:19])([CH3:18])[O:14]3)[O:10][N:9]=2)=[N:6][CH:7]=1.[F:20][C:21]1[CH:22]=[C:23]([N:36]2[CH2:40][C@H:39]([CH2:41][N:42]3[CH:46]=[CH:45][N:44]=[N:43]3)[O:38][C:37]2=[O:47])[CH:24]=[CH:25][C:26]=1B1OC(C)(C)C(C)(C)O1.C(=O)([O-])[O-].[K+].[K+].O. The catalyst is CN(C)C=O.C(OCC)(=O)C. The product is [CH3:18][C:15]1([CH3:19])[O:14][C@H:13]([C@H:11]2[O:10][N:9]=[C:8]([C:5]3[N:6]=[CH:7][C:2]([C:26]4[CH:25]=[CH:24][C:23]([N:36]5[CH2:40][C@H:39]([CH2:41][N:42]6[CH:46]=[CH:45][N:44]=[N:43]6)[O:38][C:37]5=[O:47])=[CH:22][C:21]=4[F:20])=[CH:3][CH:4]=3)[CH2:12]2)[CH2:17][O:16]1. The yield is 0.531. (6) The reactants are CS(O)(=O)=O.[NH2:6][CH2:7][C:8]1[CH:9]=[C:10]2[C:14](=[CH:15][CH:16]=1)[C:13](=[O:17])[N:12]([CH:18]1[CH2:23][CH2:22][C:21](=[O:24])[NH:20][C:19]1=[O:25])[CH2:11]2.[Cl:26][C:27]1[CH:28]=[C:29]([N:34]=[C:35]=[S:36])[CH:30]=[CH:31][C:32]=1[CH3:33].Cl. The catalyst is C(#N)C. The product is [Cl:26][C:27]1[CH:28]=[C:29]([NH:34][C:35]([NH:6][CH2:7][C:8]2[CH:9]=[C:10]3[C:14](=[CH:15][CH:16]=2)[C:13](=[O:17])[N:12]([CH:18]2[CH2:23][CH2:22][C:21](=[O:24])[NH:20][C:19]2=[O:25])[CH2:11]3)=[S:36])[CH:30]=[CH:31][C:32]=1[CH3:33]. The yield is 0.840. (7) The reactants are [NH2:1][C:2]1[NH:6][N:5]=[C:4]([C:7]([O:9][CH2:10][CH3:11])=[O:8])[N:3]=1.[C:12](OC(=O)C)(=[O:14])[CH3:13]. No catalyst specified. The product is [C:12]([NH:1][C:2]1[NH:6][N:5]=[C:4]([C:7]([O:9][CH2:10][CH3:11])=[O:8])[N:3]=1)(=[O:14])[CH3:13]. The yield is 0.530.